From a dataset of Full USPTO retrosynthesis dataset with 1.9M reactions from patents (1976-2016). Predict the reactants needed to synthesize the given product. (1) Given the product [OH:9][CH2:8][N:5]1[C:4](=[O:6])[CH:3]=[CH:2][C:1]1=[O:7], predict the reactants needed to synthesize it. The reactants are: [C:1]1(=[O:7])[NH:5][C:4](=[O:6])[CH:3]=[CH:2]1.[CH2:8]=[O:9]. (2) Given the product [Cl:23][C:24]1[CH:29]=[CH:28][C:27]([NH:1][C:2]2[CH:3]=[CH:4][C:5]3[O:9][C:8](=[O:10])[N:7]([CH2:11][C:12]([N:14]([CH3:21])[C:15]4[CH:16]=[CH:17][CH:18]=[CH:19][CH:20]=4)=[O:13])[C:6]=3[CH:22]=2)=[CH:26][CH:25]=1, predict the reactants needed to synthesize it. The reactants are: [NH2:1][C:2]1[CH:3]=[CH:4][C:5]2[O:9][C:8](=[O:10])[N:7]([CH2:11][C:12]([N:14]([CH3:21])[C:15]3[CH:20]=[CH:19][CH:18]=[CH:17][CH:16]=3)=[O:13])[C:6]=2[CH:22]=1.[Cl:23][C:24]1[CH:29]=[CH:28][C:27](OB(O)O)=[CH:26][CH:25]=1.C(N(CC)CC)C.O. (3) Given the product [F:8][C:9]1[CH:10]=[C:11]2[C:15](=[CH:16][CH:17]=1)[NH:14][CH:13]=[C:12]2[C:25](=[O:26])[CH:36]([NH:35][C:33]1[CH:34]=[C:29]([O:28][CH3:27])[CH:30]=[C:31]([CH2:43][OH:44])[CH:32]=1)[C:37]1[CH:38]=[N:39][CH:40]=[CH:41][CH:42]=1, predict the reactants needed to synthesize it. The reactants are: C(N(CC)CC)C.[F:8][C:9]1[CH:10]=[C:11]2[C:15](=[CH:16][CH:17]=1)[N:14](C(OC(C)(C)C)=O)[CH:13]=[C:12]2[CH:25]=[O:26].[CH3:27][O:28][C:29]1[CH:30]=[C:31]([CH2:43][OH:44])[CH:32]=[C:33]([N:35]=[CH:36][C:37]2[CH:38]=[N:39][CH:40]=[CH:41][CH:42]=2)[CH:34]=1. (4) Given the product [CH3:20][O:21][C:22](=[O:52])[CH:23]([O:50][CH3:51])[CH2:24][C:26]1[CH:31]=[CH:30][C:29]([O:32][CH2:33][CH2:34][CH2:35][O:36][C:37]2[CH:42]=[CH:41][C:40]([C:43]3[CH:48]=[CH:47][CH:46]=[CH:45][CH:44]=3)=[CH:39][CH:38]=2)=[C:28]([F:49])[CH:27]=1, predict the reactants needed to synthesize it. The reactants are: FC(F)(F)C(OC(=O)C(F)(F)F)=O.N1C=CC=CC=1.[CH3:20][O:21][C:22](=[O:52])[CH:23]([O:50][CH3:51])[CH:24]([C:26]1[CH:31]=[CH:30][C:29]([O:32][CH2:33][CH2:34][CH2:35][O:36][C:37]2[CH:42]=[CH:41][C:40]([C:43]3[CH:48]=[CH:47][CH:46]=[CH:45][CH:44]=3)=[CH:39][CH:38]=2)=[C:28]([F:49])[CH:27]=1)O.